From a dataset of Full USPTO retrosynthesis dataset with 1.9M reactions from patents (1976-2016). Predict the reactants needed to synthesize the given product. (1) Given the product [CH3:35][O:34][C:31]1[CH:32]=[C:33]2[C:28](=[CH:29][C:30]=1[O:36][CH3:37])[N:27]=[CH:26][CH:25]=[C:24]2[O:23][C:20]1[CH:21]=[CH:22][C:17]([N:14]2[CH:15]=[CH:16][C:11]([CH:3]([OH:10])[C:4]3[CH:9]=[CH:8][CH:7]=[CH:6][CH:5]=3)=[CH:12][C:13]2=[O:39])=[CH:18][C:19]=1[F:38], predict the reactants needed to synthesize it. The reactants are: [BH4-].[Na+].[C:3]([C:11]1[CH:16]=[CH:15][N:14]([C:17]2[CH:22]=[CH:21][C:20]([O:23][C:24]3[C:33]4[C:28](=[CH:29][C:30]([O:36][CH3:37])=[C:31]([O:34][CH3:35])[CH:32]=4)[N:27]=[CH:26][CH:25]=3)=[C:19]([F:38])[CH:18]=2)[C:13](=[O:39])[CH:12]=1)(=[O:10])[C:4]1[CH:9]=[CH:8][CH:7]=[CH:6][CH:5]=1. (2) Given the product [CH3:1][N:2]([CH3:14])[C:3]([N:5]1[CH2:9][CH:8]2[CH2:10][CH:11]([C:24]#[N:25])[CH2:12][CH:7]2[CH2:6]1)=[O:4], predict the reactants needed to synthesize it. The reactants are: [CH3:1][N:2]([CH3:14])[C:3]([N:5]1[CH2:9][CH:8]2[CH2:10][C:11](=O)[CH2:12][CH:7]2[CH2:6]1)=[O:4].C1(C)C=CC(S([CH2:24][N+:25]#[C-])(=O)=O)=CC=1.CC(C)([O-])C.[K+].